From a dataset of Forward reaction prediction with 1.9M reactions from USPTO patents (1976-2016). Predict the product of the given reaction. (1) Given the reactants [S:1]([N:11]1[C:19]2[CH:18]=[CH:17][CH:16]=[C:15]([CH:20]=O)[C:14]=2[CH:13]=[CH:12]1)([C:4]1[CH:10]=[CH:9][C:7]([CH3:8])=[CH:6][CH:5]=1)(=[O:3])=[O:2].Cl.[NH2:23][OH:24].N1C=CC=CC=1, predict the reaction product. The product is: [S:1]([N:11]1[C:19]2[CH:18]=[CH:17][CH:16]=[C:15]([CH:20]=[N:23][OH:24])[C:14]=2[CH:13]=[CH:12]1)([C:4]1[CH:10]=[CH:9][C:7]([CH3:8])=[CH:6][CH:5]=1)(=[O:3])=[O:2]. (2) Given the reactants [NH2:1][CH2:2][C:3]1[CH:4]=[CH:5][C:6]([Cl:13])=[C:7]([CH:12]=1)[C:8]([O:10][CH3:11])=[O:9].CCN(C(C)C)C(C)C.[CH:23]1([C:26](Cl)=[O:27])[CH2:25][CH2:24]1, predict the reaction product. The product is: [Cl:13][C:6]1[CH:5]=[CH:4][C:3]([CH2:2][NH:1][C:26]([CH:23]2[CH2:25][CH2:24]2)=[O:27])=[CH:12][C:7]=1[C:8]([O:10][CH3:11])=[O:9]. (3) Given the reactants C([O:8][N:9]1[C:15](=[O:16])[N:14]2[CH2:17][C@H:10]1[CH2:11][CH2:12][C@H:13]2[C:18]([NH:20][NH:21][C:22]([CH:24]1[CH2:27][C:26]([F:29])([F:28])[CH2:25]1)=[O:23])=[O:19])C1C=CC=CC=1.[H][H], predict the reaction product. The product is: [F:29][C:26]1([F:28])[CH2:27][CH:24]([C:22]([NH:21][NH:20][C:18]([C@@H:13]2[CH2:12][CH2:11][C@@H:10]3[CH2:17][N:14]2[C:15](=[O:16])[N:9]3[OH:8])=[O:19])=[O:23])[CH2:25]1. (4) Given the reactants CC(OI1(OC(C)=O)(OC(C)=O)OC(=O)C2C=CC=CC1=2)=O.[OH:23][C@@H:24]1[C@@H:30]([NH:31][C:32]([C@@H:34]([NH:39][C:40]([C:42]2[O:43][C:44]3[CH:50]=[CH:49][CH:48]=[CH:47][C:45]=3[CH:46]=2)=[O:41])[CH2:35][CH:36]([CH3:38])[CH3:37])=[O:33])[CH2:29][CH2:28][C@@H:27]([CH3:51])[N:26]([S:52]([C:55]2[CH:60]=[CH:59][CH:58]=[CH:57][N:56]=2)(=[O:54])=[O:53])[CH2:25]1, predict the reaction product. The product is: [CH3:37][CH:36]([CH3:38])[CH2:35][C@H:34]([NH:39][C:40]([C:42]1[O:43][C:44]2[CH:50]=[CH:49][CH:48]=[CH:47][C:45]=2[CH:46]=1)=[O:41])[C:32](=[O:33])[NH:31][C@H:30]1[CH2:29][CH2:28][C@@H:27]([CH3:51])[N:26]([S:52]([C:55]2[CH:60]=[CH:59][CH:58]=[CH:57][N:56]=2)(=[O:53])=[O:54])[CH2:25][C:24]1=[O:23]. (5) Given the reactants Br[C:2]1[CH:7]=[CH:6][N:5]2[N:8]=[C:9]([NH:11][C:12]([NH:14][CH2:15][CH3:16])=[O:13])[N:10]=[C:4]2[CH:3]=1.C([O-])([O-])=O.[Na+].[Na+].[N:23]1[CH:28]=[CH:27][CH:26]=[C:25](B(O)O)[CH:24]=1, predict the reaction product. The product is: [CH2:15]([NH:14][C:12]([NH:11][C:9]1[N:10]=[C:4]2[CH:3]=[C:2]([C:25]3[CH:24]=[N:23][CH:28]=[CH:27][CH:26]=3)[CH:7]=[CH:6][N:5]2[N:8]=1)=[O:13])[CH3:16].